This data is from Full USPTO retrosynthesis dataset with 1.9M reactions from patents (1976-2016). The task is: Predict the reactants needed to synthesize the given product. (1) Given the product [N+:14]([C:17]1[CH:22]=[CH:21][C:20]([O:23][C:2]2[CH:7]=[CH:6][N:5]=[C:4]([C:8]([O:10][CH:11]([CH3:13])[CH3:12])=[O:9])[CH:3]=2)=[CH:19][CH:18]=1)([O-:16])=[O:15], predict the reactants needed to synthesize it. The reactants are: Cl[C:2]1[CH:7]=[CH:6][N:5]=[C:4]([C:8]([O:10][CH:11]([CH3:13])[CH3:12])=[O:9])[CH:3]=1.[N+:14]([C:17]1[CH:22]=[CH:21][C:20]([OH:23])=[CH:19][CH:18]=1)([O-:16])=[O:15].C(OCC)(=O)C.[OH-].[Na+]. (2) The reactants are: C[Si]([C:5]#[C:6][C:7]1[CH:8]=[CH:9][C:10]2[CH:14]=[C:13]([C:15]([O:17]C)=[O:16])[S:12][C:11]=2[CH:19]=1)(C)C.O.[OH-].[Li+].Cl. Given the product [C:6]([C:7]1[CH:8]=[CH:9][C:10]2[CH:14]=[C:13]([C:15]([OH:17])=[O:16])[S:12][C:11]=2[CH:19]=1)#[CH:5], predict the reactants needed to synthesize it. (3) The reactants are: C1(C[N:8]2[CH2:26][CH2:25][C:11]3([CH2:16][CH2:15][N:14]([CH2:17][C:18]([O:20][C:21]([CH3:24])([CH3:23])[CH3:22])=[O:19])[CH2:13][CH2:12]3)[CH2:10][CH2:9]2)C=CC=CC=1.C(O)(=O)C. Given the product [CH2:16]1[C:11]2([CH2:25][CH2:26][NH:8][CH2:9][CH2:10]2)[CH2:12][CH2:13][N:14]([CH2:17][C:18]([O:20][C:21]([CH3:24])([CH3:23])[CH3:22])=[O:19])[CH2:15]1, predict the reactants needed to synthesize it. (4) Given the product [NH2:2][C:1]([C:3]1[CH:8]=[CH:7][C:6]([N:9]2[C:13]([CH2:14][CH2:15][CH3:16])=[C:12]([C:17]([NH:19][CH:20]3[CH2:22][CH2:21]3)=[O:18])[N:11]=[N:10]2)=[CH:5][CH:4]=1)=[O:25], predict the reactants needed to synthesize it. The reactants are: [C:1]([C:3]1[CH:8]=[CH:7][C:6]([N:9]2[C:13]([CH2:14][CH2:15][CH3:16])=[C:12]([C:17]([NH:19][CH:20]3[CH2:22][CH2:21]3)=[O:18])[N:11]=[N:10]2)=[CH:5][CH:4]=1)#[N:2].C([OH:25])C. (5) Given the product [O:15]1[CH:16]=[N:17][N:18]=[C:14]1[C:11]1[CH:12]=[CH:13][C:8]([O:7][C:6]2[CH:19]=[CH:20][C:3]([OH:2])=[CH:4][CH:5]=2)=[CH:9][CH:10]=1, predict the reactants needed to synthesize it. The reactants are: C[O:2][C:3]1[CH:20]=[CH:19][C:6]([O:7][C:8]2[CH:13]=[CH:12][C:11]([C:14]3[O:15][CH:16]=[N:17][N:18]=3)=[CH:10][CH:9]=2)=[CH:5][CH:4]=1.N[C@H](C(O)=O)CCSC.CS(O)(=O)=O.